From a dataset of Reaction yield outcomes from USPTO patents with 853,638 reactions. Predict the reaction yield, written as a fraction of the theoretical maximum amount of product (1.0 means a 100% yield; for example, 0.34 means a 34% yield). (1) The reactants are [F:1][C:2]1[CH:14]=[CH:13][C:5]([C:6]([CH2:8][C:9]([O:11][CH3:12])=[O:10])=[O:7])=[CH:4][CH:3]=1.[C:15](#[N:19])[CH:16]([CH3:18])[CH3:17].[Sn](Cl)(Cl)(Cl)Cl.O. The catalyst is C1(C)C=CC=CC=1.C(OCC)(=O)C. The product is [NH2:19][C:15]([CH:16]([CH3:18])[CH3:17])=[C:8]([C:6]([C:5]1[CH:4]=[CH:3][C:2]([F:1])=[CH:14][CH:13]=1)=[O:7])[C:9]([O:11][CH3:12])=[O:10]. The yield is 0.590. (2) The reactants are [Cl:1][C:2]1[C:7]([F:8])=[C:6]([CH2:9][OH:10])[CH:5]=[CH:4][N:3]=1.N1C=CN=C1.[C:16]([Si:20]([CH3:23])([CH3:22])Cl)([CH3:19])([CH3:18])[CH3:17].C(Cl)Cl. The catalyst is CN(C=O)C. The product is [Si:20]([O:10][CH2:9][C:6]1[CH:5]=[CH:4][N:3]=[C:2]([Cl:1])[C:7]=1[F:8])([C:16]([CH3:19])([CH3:18])[CH3:17])([CH3:23])[CH3:22]. The yield is 0.930. (3) The product is [C:1]([O:4][C@@H:5]1[CH2:9][N:8]([C:10]([O:12][C:13]([CH3:15])([CH3:14])[CH3:16])=[O:11])[C@H:7]([CH2:21][OH:22])[CH2:6]1)(=[O:3])[CH3:2]. The reactants are [C:1]([O:4][C@@H:5]1[CH2:9][N:8]([C:10]([O:12][C:13]([CH3:16])([CH3:15])[CH3:14])=[O:11])[C@@:7]([CH2:21][O:22][SiH3])(C(C)(C)C)[C:6]1(C1C=CC=CC=1)C1C=CC=CC=1)(=[O:3])[CH3:2].C(O)(=O)C.CCCC[N+](CCCC)(CCCC)CCCC.[F-]. The yield is 0.0800. The catalyst is C1COCC1. (4) The reactants are FC(F)(F)C(O)=O.C(OC([N:15]1[CH2:20][CH2:19][N:18]([C:21]([CH2:30][NH:31][S:32]([C:35]2[CH:40]=[CH:39][C:38]([O:41][CH2:42][C:43]#[C:44][CH3:45])=[CH:37][CH:36]=2)(=[O:34])=[O:33])([C:26]([O:28][CH3:29])=[O:27])[C:22]([O:24][CH3:25])=[O:23])[CH2:17][CH2:16]1)=O)(C)(C)C.C(=O)([O-])O.[Na+]. The catalyst is ClCCl. The product is [CH2:42]([O:41][C:38]1[CH:39]=[CH:40][C:35]([S:32]([NH:31][CH2:30][C:21]([N:18]2[CH2:17][CH2:16][NH:15][CH2:20][CH2:19]2)([C:22]([O:24][CH3:25])=[O:23])[C:26]([O:28][CH3:29])=[O:27])(=[O:34])=[O:33])=[CH:36][CH:37]=1)[C:43]#[C:44][CH3:45]. The yield is 0.980. (5) The reactants are [F:1][C:2]1[CH:7]=[CH:6][C:5]([N:8]=[C:9]=[O:10])=[CH:4][CH:3]=1.C(OC(=O)[NH:17][CH2:18][C:19]1[CH:24]=[CH:23][C:22]([NH2:25])=[CH:21][CH:20]=1)(C)(C)C. The catalyst is ClCCl. The product is [NH2:17][CH2:18][C:19]1[CH:24]=[CH:23][C:22]([NH:25][C:9]([NH:8][C:5]2[CH:6]=[CH:7][C:2]([F:1])=[CH:3][CH:4]=2)=[O:10])=[CH:21][CH:20]=1. The yield is 0.250. (6) The reactants are [N+:1]([C:4]1[CH:9]=[CH:8][C:7]([S:10]([O-:12])=[O:11])=[CH:6][CH:5]=1)([O-:3])=[O:2].[Na+].Br[C:15]1[CH:23]=[C:22]([CH3:24])[C:21]2[N:20]([CH3:25])[C:19]3[CH2:26][CH:27]4[NH:31][CH:30]([C:18]=3[C:17]=2[C:16]=1[C:32]([O:34][C:35]([CH3:38])([CH3:37])[CH3:36])=[O:33])[CH2:29][CH2:28]4. No catalyst specified. The product is [N+:1]([C:4]1[CH:5]=[CH:6][C:7]([S:10]([C:15]2[CH:23]=[C:22]([CH3:24])[C:21]3[N:20]([CH3:25])[C:19]4[CH2:26][CH:27]5[NH:31][CH:30]([C:18]=4[C:17]=3[C:16]=2[C:32]([O:34][C:35]([CH3:38])([CH3:37])[CH3:36])=[O:33])[CH2:29][CH2:28]5)(=[O:12])=[O:11])=[CH:8][CH:9]=1)([O-:3])=[O:2]. The yield is 0.0600. (7) The reactants are [C:12]([OH:14])(=O)[C:11]1[CH:15]=[CH:16][CH:17]=[CH:18][C:10]=1[S:9][S:9][C:10]1[CH:18]=[CH:17][CH:16]=[CH:15][C:11]=1[C:12]([OH:14])=O.[Cl:21][C:22]1[CH:27]=[CH:26][C:25]([OH:28])=[CH:24][CH:23]=1. The catalyst is S(=O)(=O)(O)O. The product is [Cl:21][C:22]1[C:27]2[C:12](=[O:14])[C:11]3[C:10](=[CH:18][CH:17]=[CH:16][CH:15]=3)[S:9][C:26]=2[C:25]([OH:28])=[CH:24][CH:23]=1. The yield is 0.700. (8) No catalyst specified. The yield is 0.110. The product is [F:14][C:15]1[CH:16]=[CH:17][C:18]([OH:24])=[C:19]([C:20]2[O:1][N:2]=[C:3]([C:5]3[C:10]([N+:11]([O-:13])=[O:12])=[CH:9][CH:8]=[CH:7][N:6]=3)[N:4]=2)[CH:23]=1. The reactants are [OH:1][NH:2][C:3]([C:5]1[C:10]([N+:11]([O-:13])=[O:12])=[CH:9][CH:8]=[CH:7][N:6]=1)=[NH:4].[F:14][C:15]1[CH:23]=[C:19]([C:20](O)=O)[C:18]([OH:24])=[CH:17][CH:16]=1. (9) The reactants are Cl[CH2:2][C:3]1[CH:8]=[CH:7][CH:6]=[CH:5][C:4]=1[CH2:9][C:10]([OH:12])=[O:11].[NH:13]1[CH2:18][CH2:17][O:16][CH2:15][CH2:14]1. The catalyst is C1COCC1.C(OCC)(=O)C. The product is [O:16]1[CH2:17][CH2:18][N:13]([CH2:2][C:3]2[CH:8]=[CH:7][CH:6]=[CH:5][C:4]=2[CH2:9][C:10]([OH:12])=[O:11])[CH2:14][CH2:15]1. The yield is 0.870. (10) The reactants are [CH3:1][C:2]1[N:19]([S:20]([C:23]2[CH:29]=[CH:28][C:26]([CH3:27])=[CH:25][CH:24]=2)(=[O:22])=[O:21])[C:5]2=[N:6][CH:7]=[C:8]([NH:10][NH:11]C(OC(C)(C)C)=O)[N:9]=[C:4]2[CH:3]=1.Cl. The product is [NH:10]([C:8]1[N:9]=[C:4]2[CH:3]=[C:2]([CH3:1])[N:19]([S:20]([C:23]3[CH:29]=[CH:28][C:26]([CH3:27])=[CH:25][CH:24]=3)(=[O:21])=[O:22])[C:5]2=[N:6][CH:7]=1)[NH2:11]. The catalyst is O1CCOCC1. The yield is 0.730.